This data is from Reaction yield outcomes from USPTO patents with 853,638 reactions. The task is: Predict the reaction yield, written as a fraction of the theoretical maximum amount of product (1.0 means a 100% yield; for example, 0.34 means a 34% yield). The reactants are C1(P(C2C=CC=CC=2)C2C=CC=CC=2)C=CC=CC=1.N1C=CN=C1.[I:25]I.[C:27]([O:31][C:32]([NH:34][CH2:35][CH2:36][CH2:37][CH2:38][CH2:39][CH2:40]O)=[O:33])([CH3:30])([CH3:29])[CH3:28]. The catalyst is ClCCl. The product is [C:27]([O:31][C:32]([NH:34][CH2:35][CH2:36][CH2:37][CH2:38][CH2:39][CH2:40][I:25])=[O:33])([CH3:30])([CH3:29])[CH3:28]. The yield is 0.860.